This data is from Full USPTO retrosynthesis dataset with 1.9M reactions from patents (1976-2016). The task is: Predict the reactants needed to synthesize the given product. (1) Given the product [C:24]1([C@H:22]([NH:21][C:19]([NH:18][C:13]2[CH:12]=[C:11]3[NH:30][N:31]=[C:9]4[C:10]3=[C:15]([CH2:16][CH2:17][NH:8]4)[N:14]=2)=[O:20])[CH3:23])[CH:25]=[CH:26][CH:27]=[CH:28][CH:29]=1, predict the reactants needed to synthesize it. The reactants are: COC1C=CC(C[N:8]2[CH2:17][CH2:16][C:15]3[N:14]=[C:13]([NH:18][C:19]([NH:21][C@@H:22]([C:24]4[CH:29]=[CH:28][CH:27]=[CH:26][CH:25]=4)[CH3:23])=[O:20])[CH:12]=[C:11]4[N:30](C(C5C=CC=CC=5)(C5C=CC=CC=5)C5C=CC=CC=5)[N:31]=[C:9]2[C:10]=34)=CC=1.C([SiH](CC)CC)C. (2) Given the product [CH2:18]([NH:22][S:1]([C:4]1[C:16]2[CH:15]=[CH:14][CH:13]=[C:9]([N:10]([CH3:12])[CH3:11])[C:8]=2[CH:7]=[CH:6][CH:5]=1)(=[O:3])=[O:2])[CH2:19][CH2:20][CH3:21], predict the reactants needed to synthesize it. The reactants are: [S:1](Cl)([C:4]1[C:16]2[CH:15]=[CH:14][CH:13]=[C:9]([N:10]([CH3:12])[CH3:11])[C:8]=2[CH:7]=[CH:6][CH:5]=1)(=[O:3])=[O:2].[CH2:18]([NH2:22])[CH2:19][CH2:20][CH3:21].C(=O)([O-])[O-].[K+].[K+].C(#N)C. (3) Given the product [CH2:1]([C:3]1([C:13](=[O:17])[C:14]([Cl:27])=[O:15])[CH:8]=[C:7]([CH2:9][CH3:10])[CH:6]=[C:5]([CH2:11][CH3:12])[CH2:4]1)[CH3:2], predict the reactants needed to synthesize it. The reactants are: [CH2:1]([C:3]1([C:13](=[O:17])[C:14](O)=[O:15])[CH:8]=[C:7]([CH2:9][CH3:10])[CH:6]=[C:5]([CH2:11][CH3:12])[CH2:4]1)[CH3:2].C1(C)C=CC=CC=1.S(Cl)([Cl:27])=O.